Dataset: Catalyst prediction with 721,799 reactions and 888 catalyst types from USPTO. Task: Predict which catalyst facilitates the given reaction. (1) Reactant: [N:1]1[C:5]2[CH:6]=[CH:7][CH:8]=[CH:9][C:4]=2[NH:3][CH:2]=1.[OH-].[K+].Br[CH2:13][C:14]1[CH:19]=[CH:18][CH:17]=[C:16]([CH2:20]Br)[CH:15]=1. Product: [N:1]1([CH2:13][C:14]2[CH:15]=[C:16]([CH:17]=[CH:18][CH:19]=2)[CH2:20][N:1]2[C:5]3[CH:6]=[CH:7][CH:8]=[CH:9][C:4]=3[N:3]=[CH:2]2)[C:5]2[CH:6]=[CH:7][CH:8]=[CH:9][C:4]=2[N:3]=[CH:2]1. The catalyst class is: 21. (2) The catalyst class is: 15. Reactant: [BrH:1].C1(O[CH2:9][C:10]2[CH:17]=[C:16]([C:18]3([O:36][C@H:35]([CH2:37][O:38][C:39](=[O:41])[CH3:40])[C@@H:30]([O:31][C:32](=[O:34])[CH3:33])[C@H:25]([O:26][C:27](=[O:29])[CH3:28])[C@H:20]3[O:21][C:22](=[O:24])[CH3:23])[OH:19])[CH:15]=[CH:14][C:11]=2[C:12]#[N:13])C=CC=CC=1.C(OC(=O)C)(=O)C.C(=O)([O-])[O-].[K+].[K+]. Product: [Br:1][CH2:9][C:10]1[CH:17]=[C:16]([C:18]2([O:36][C@H:35]([CH2:37][O:38][C:39](=[O:41])[CH3:40])[C@@H:30]([O:31][C:32](=[O:34])[CH3:33])[C@H:25]([O:26][C:27](=[O:29])[CH3:28])[C@H:20]2[O:21][C:22](=[O:24])[CH3:23])[OH:19])[CH:15]=[CH:14][C:11]=1[C:12]#[N:13]. (3) The catalyst class is: 4. Reactant: [C:1]([O:5][C:6](=[O:15])[NH:7][C@H:8]1[CH2:12][CH2:11][C@@H:10]([CH2:13][OH:14])[CH2:9]1)([CH3:4])([CH3:3])[CH3:2].C(N(CC)CC)C.[CH3:23][S:24](Cl)(=[O:26])=[O:25]. Product: [C:1]([O:5][C:6]([NH:7][C@@H:8]1[CH2:12][CH2:11][C@H:10]([CH2:13][O:14][S:24]([CH3:23])(=[O:26])=[O:25])[CH2:9]1)=[O:15])([CH3:4])([CH3:2])[CH3:3]. (4) Reactant: [F:1][C:2]1([F:41])[O:6][C:5]2[CH:7]=[CH:8][C:9]([C:11]3([C:14]([NH:16][C:17]4[CH:18]=[C:19]5[C:23](=[CH:24][C:25]=4[F:26])[N:22]([CH2:27][C@@H:28]4[CH2:32][O:31]C(C)(C)[O:29]4)[C:21]([C:35]([CH3:40])([CH2:37][CH2:38][OH:39])[CH3:36])=[CH:20]5)=[O:15])[CH2:13][CH2:12]3)=[CH:10][C:4]=2[O:3]1.FC1(F)OC2C=CC(C3(C(NC4C=C5C(=CC=4F)NC(C(C)(CCO)C)=C5)=O)CC3)=CC=2O1.CC1C=CC(S(O)(=O)=O)=CC=1.O. Product: [F:41][C:2]1([F:1])[O:6][C:5]2[CH:7]=[CH:8][C:9]([C:11]3([C:14]([NH:16][C:17]4[CH:18]=[C:19]5[C:23](=[CH:24][C:25]=4[F:26])[N:22]([CH2:27][C@@H:28]([OH:29])[CH2:32][OH:31])[C:21]([C:35]([CH3:36])([CH2:37][CH2:38][OH:39])[CH3:40])=[CH:20]5)=[O:15])[CH2:12][CH2:13]3)=[CH:10][C:4]=2[O:3]1. The catalyst class is: 24. (5) Reactant: [H-].[Al+3].[Li+].[H-].[H-].[H-].[F:7][C:8]([F:24])([F:23])[C:9]1[CH:10]=[C:11]([C:15]2[N:20]=[CH:19][C:18]([CH:21]=[O:22])=[CH:17][CH:16]=2)[CH:12]=[CH:13][CH:14]=1.[OH-].[Na+]. Product: [F:23][C:8]([F:7])([F:24])[C:9]1[CH:10]=[C:11]([C:15]2[N:20]=[CH:19][C:18]([CH2:21][OH:22])=[CH:17][CH:16]=2)[CH:12]=[CH:13][CH:14]=1. The catalyst class is: 7.